The task is: Predict the product of the given reaction.. This data is from Forward reaction prediction with 1.9M reactions from USPTO patents (1976-2016). Given the reactants C([Li])CCC.Br[C:7]1[CH:12]=[CH:11][C:10]([Cl:13])=[CH:9][CH:8]=1.[CH3:14][N:15]1[CH:20]2[CH2:21][CH2:22][CH:16]1[CH2:17][C:18](=[O:23])[CH2:19]2, predict the reaction product. The product is: [Cl:13][C:10]1[CH:11]=[CH:12][C:7]([C:18]2([OH:23])[CH2:19][CH:20]3[N:15]([CH3:14])[CH:16]([CH2:22][CH2:21]3)[CH2:17]2)=[CH:8][CH:9]=1.